From a dataset of Catalyst prediction with 721,799 reactions and 888 catalyst types from USPTO. Predict which catalyst facilitates the given reaction. (1) Reactant: CN1[C@@H]([C@H:12]2[O:21][C:19](=[O:20])[C:18]3[C:17]([O:22][CH3:23])=[C:16]([O:24][CH3:25])[CH:15]=[CH:14][C:13]2=3)C2C(OC)=C3OCOC3=CC=2CC1.N1C=CC=CC=1.ICl.N. Product: [CH3:25][O:24][C:16]1[C:17]([O:22][CH3:23])=[C:18]2[C:13]([CH2:12][O:21][C:19]2=[O:20])=[CH:14][CH:15]=1. The catalyst class is: 10. (2) Reactant: CC1C=C(C=CN=1)C(O)=O.C(N(CC)C(C)C)(C)C.C[NH3+].F[P-](F)(F)(F)(F)F.N1(OC(N(C)C)=[N+](C)C)C2N=CC=CC=2N=N1.F[P-](F)(F)(F)(F)F.[F:53][C:54]1[CH:59]=[CH:58][C:57]([S:60][C:61]2[CH:62]=[C:63]3C4(CCN(C(OCC5C=CC=CC=5)=O)CC4)C[NH:67][C:64]3=[CH:65][CH:66]=2)=[CH:56][CH:55]=1. The catalyst class is: 4. Product: [F:53][C:54]1[CH:59]=[CH:58][C:57]([S:60][C:61]2[CH:62]=[CH:63][C:64]([NH2:67])=[CH:65][CH:66]=2)=[CH:56][CH:55]=1. (3) Reactant: [Cl:1][C:2]1[C:3]([O:12][C:13]2[CH:18]=[C:17]([O:19][CH2:20][CH2:21][C:22]3([CH3:27])[O:26][CH2:25][CH2:24][O:23]3)[CH:16]=[CH:15][C:14]=2/[CH:28]=[CH:29]/[C:30]([O:32]CC)=[O:31])=[N:4][CH:5]=[C:6]([C:8]([F:11])([F:10])[F:9])[CH:7]=1.O1CCCC1.[OH-].[Na+].Cl. Product: [Cl:1][C:2]1[C:3]([O:12][C:13]2[CH:18]=[C:17]([O:19][CH2:20][CH2:21][C:22]3([CH3:27])[O:26][CH2:25][CH2:24][O:23]3)[CH:16]=[CH:15][C:14]=2/[CH:28]=[CH:29]/[C:30]([OH:32])=[O:31])=[N:4][CH:5]=[C:6]([C:8]([F:10])([F:9])[F:11])[CH:7]=1. The catalyst class is: 97. (4) Product: [I:27][C:3]1[N:4]2[N:5]=[C:6]([C:10]3[CH:15]=[CH:14][C:13]([C:16]([N:18]4[CH2:19][CH2:20][O:21][CH2:22][CH2:23]4)=[O:17])=[C:12]([N+:24]([O-:26])=[O:25])[CH:11]=3)[CH:7]=[CH:8][C:9]2=[N:1][CH:2]=1. Reactant: [N:1]1[CH:2]=[CH:3][N:4]2[C:9]=1[CH:8]=[CH:7][C:6]([C:10]1[CH:15]=[CH:14][C:13]([C:16]([N:18]3[CH2:23][CH2:22][O:21][CH2:20][CH2:19]3)=[O:17])=[C:12]([N+:24]([O-:26])=[O:25])[CH:11]=1)=[N:5]2.[I:27]N1C(=O)CCC1=O. The catalyst class is: 290. (5) Reactant: [F:1][C:2]1[CH:19]=[CH:18][CH:17]=[CH:16][C:3]=1[CH2:4][C:5]1[N:9]2[CH:10]=[CH:11][CH:12]=[CH:13][C:8]2=[C:7]([C:14]#[N:15])[N:6]=1.C([Sn](=O)CCCC)CCC.C[Si]([N:34]=[N+:35]=[N-:36])(C)C.C(O)C. Product: [F:1][C:2]1[CH:19]=[CH:18][CH:17]=[CH:16][C:3]=1[CH2:4][C:5]1[N:9]2[CH:10]=[CH:11][CH:12]=[CH:13][C:8]2=[C:7]([C:14]2[NH:36][N:35]=[N:34][N:15]=2)[N:6]=1. The catalyst class is: 11. (6) Reactant: CN(C)C=O.[C:6]([Cl:11])(=O)[C:7](Cl)=O.[N:12]1[C:17]2[CH:18]=[CH:19][S:20]C=2C(=O)[NH:14][CH:13]=1.O. Product: [Cl:11][C:6]1[C:7]2[S:20][CH:19]=[CH:18][C:17]=2[N:12]=[CH:13][N:14]=1. The catalyst class is: 68. (7) Reactant: [F:1][C:2]1[CH:7]=[CH:6][C:5]([CH:8]2[C:13](=[O:14])[NH:12][CH2:11][CH2:10][N:9]2[C:15]([O:17][C:18]([CH3:21])([CH3:20])[CH3:19])=[O:16])=[CH:4][CH:3]=1.[H-].[Na+].Br[CH2:25][C:26]([O:28][CH2:29][CH3:30])=[O:27]. Product: [CH2:29]([O:28][C:26](=[O:27])[CH2:25][N:12]1[CH2:11][CH2:10][N:9]([C:15]([O:17][C:18]([CH3:21])([CH3:20])[CH3:19])=[O:16])[CH:8]([C:5]2[CH:4]=[CH:3][C:2]([F:1])=[CH:7][CH:6]=2)[C:13]1=[O:14])[CH3:30]. The catalyst class is: 3.